From a dataset of Full USPTO retrosynthesis dataset with 1.9M reactions from patents (1976-2016). Predict the reactants needed to synthesize the given product. (1) Given the product [CH2:1]=[CH:2][C:3]1[CH:8]=[CH:7][CH:6]=[CH:5][CH:4]=1.[C:9]([NH2:13])(=[O:12])[CH:10]=[CH2:11], predict the reactants needed to synthesize it. The reactants are: [CH2:1]=[CH:2][C:3]1[CH:8]=[CH:7][CH:6]=[CH:5][CH:4]=1.[C:9]([NH2:13])(=[O:12])[CH:10]=[CH2:11]. (2) The reactants are: BrC1N=C([Si](C)(C)C)SC=1.C([Li])CCC.C([Sn](Cl)(CCCC)CCCC)CCC.C[Si](C)(C)[C:32]1[S:33][CH:34]=[C:35]([Sn:37]([CH2:46][CH2:47][CH2:48][CH3:49])([CH2:42][CH2:43][CH2:44][CH3:45])[CH2:38][CH2:39][CH2:40][CH3:41])[N:36]=1. Given the product [CH2:46]([Sn:37]([CH2:38][CH2:39][CH2:40][CH3:41])([CH2:42][CH2:43][CH2:44][CH3:45])[C:35]1[N:36]=[CH:32][S:33][CH:34]=1)[CH2:47][CH2:48][CH3:49], predict the reactants needed to synthesize it. (3) The reactants are: [F:1][C:2]1[CH:10]=[CH:9][C:8]2[NH:7][C:6]3[CH:11]4[CH2:17][CH2:16][N:14]([CH2:15][C:5]=3[C:4]=2[CH:3]=1)[CH2:13][CH2:12]4.Br[C:19]1[CH:20]=[C:21]2[C:26](=[CH:27][CH:28]=1)[N:25]=[C:24]([CH3:29])[CH:23]=[CH:22]2. Given the product [F:1][C:2]1[CH:10]=[CH:9][C:8]2[N:7]([C:19]3[CH:20]=[C:21]4[C:26](=[CH:27][CH:28]=3)[N:25]=[C:24]([CH3:29])[CH:23]=[CH:22]4)[C:6]3[CH:11]4[CH2:12][CH2:13][N:14]([CH2:15][C:5]=3[C:4]=2[CH:3]=1)[CH2:16][CH2:17]4, predict the reactants needed to synthesize it. (4) Given the product [F:1][C:2]1[CH:3]=[CH:4][C:5]([O:9][CH3:10])=[C:6]([NH:7][CH:13]([C:15]2[CH:16]=[C:17]([C:32]([N:34]([CH3:36])[CH3:35])=[O:33])[CH:18]=[C:19]3[C:24]=2[O:23][C:22]([N:25]2[CH2:30][CH2:29][O:28][CH2:27][CH2:26]2)=[CH:21][C:20]3=[O:31])[CH3:14])[CH:8]=1, predict the reactants needed to synthesize it. The reactants are: [F:1][C:2]1[CH:3]=[CH:4][C:5]([O:9][CH3:10])=[C:6]([CH:8]=1)[NH2:7].Br.Br[CH:13]([C:15]1[CH:16]=[C:17]([C:32]([N:34]([CH3:36])[CH3:35])=[O:33])[CH:18]=[C:19]2[C:24]=1[O:23][C:22]([N:25]1[CH2:30][CH2:29][O:28][CH2:27][CH2:26]1)=[CH:21][C:20]2=[O:31])[CH3:14]. (5) Given the product [CH3:2][O:3][C:4]1[CH:5]=[CH:6][C:7]([CH2:8][CH:9]=[C:46]([C:37]2[CH:38]=[CH:39][C:40]3[C:45](=[CH:44][CH:43]=[CH:42][CH:41]=3)[CH:36]=2)[CH3:47])=[CH:29][CH:30]=1, predict the reactants needed to synthesize it. The reactants are: [Br-].[CH3:2][O:3][C:4]1[CH:30]=[CH:29][C:7]([CH2:8][CH2:9][P+](C2C=CC=CC=2)(C2C=CC=CC=2)C2C=CC=CC=2)=[CH:6][CH:5]=1.[Li]CCCC.[CH:36]1[C:45]2[C:40](=[CH:41][CH:42]=[CH:43][CH:44]=2)[CH:39]=[CH:38][C:37]=1[C:46](=O)[CH3:47]. (6) Given the product [CH2:1]([O:3][CH2:4][C:5]1[N:6]([CH2:19][CH2:20][O:21][CH2:22][C:23]#[C:24][C:40]2[CH:41]=[N:42][CH:43]=[N:44][CH:45]=2)[C:7]2[C:12]([CH3:13])=[C:11]([CH3:14])[N:10]3[N:15]=[N:16][N:17]=[C:9]3[C:8]=2[N:18]=1)[CH3:2], predict the reactants needed to synthesize it. The reactants are: [CH2:1]([O:3][CH2:4][C:5]1[N:6]([CH2:19][CH2:20][O:21][CH2:22][C:23]#[CH:24])[C:7]2[C:12]([CH3:13])=[C:11]([CH3:14])[N:10]3[N:15]=[N:16][N:17]=[C:9]3[C:8]=2[N:18]=1)[CH3:2].C(OCCNC(=O)OC(C)(C)C)C#C.Br[C:40]1[CH:41]=[N:42][CH:43]=[N:44][CH:45]=1.BrC1C=NC=CC=1. (7) The reactants are: [C:1]([O:5][C:6]([NH:8][C@H:9]1[CH2:14][CH2:13][CH2:12][CH2:11][C@H:10]1[NH:15][C:16]1[CH:25]=[C:24]([C:26]#[N:27])[C:19]([C:20]([O:22]C)=O)=[C:18]([C:28]2[CH:29]=[N:30][N:31]([CH2:33][CH3:34])[CH:32]=2)[N:17]=1)=[O:7])([CH3:4])([CH3:3])[CH3:2].CC(O)=O.C(=O)([O-])[O-].[K+].[K+]. Given the product [CH2:33]([N:31]1[CH:32]=[C:28]([C:18]2[C:19]3[C:20](=[O:22])[NH:27][CH2:26][C:24]=3[CH:25]=[C:16]([NH:15][C@@H:10]3[CH2:11][CH2:12][CH2:13][CH2:14][C@@H:9]3[NH:8][C:6](=[O:7])[O:5][C:1]([CH3:2])([CH3:3])[CH3:4])[N:17]=2)[CH:29]=[N:30]1)[CH3:34], predict the reactants needed to synthesize it.